This data is from Reaction yield outcomes from USPTO patents with 853,638 reactions. The task is: Predict the reaction yield, written as a fraction of the theoretical maximum amount of product (1.0 means a 100% yield; for example, 0.34 means a 34% yield). (1) The reactants are [Br:1][C:2]1[CH:7]=[CH:6][C:5]([NH2:8])=[C:4]([CH:9]([CH3:11])[CH3:10])[CH:3]=1.O.[C:13](OC(=O)C)(=[O:15])[CH3:14]. No catalyst specified. The product is [Br:1][C:2]1[CH:7]=[CH:6][C:5]([NH:8][C:13](=[O:15])[CH3:14])=[C:4]([CH:9]([CH3:11])[CH3:10])[CH:3]=1. The yield is 0.830. (2) The reactants are Br[C:2]1[CH:7]=[CH:6][C:5]([C@@H:8]([N:10]2[CH2:15][CH2:14][C@:13]([CH2:22][C:23]([OH:26])([CH3:25])[CH3:24])([C:16]3[CH:21]=[CH:20][CH:19]=[CH:18][CH:17]=3)[O:12][C:11]2=[O:27])[CH3:9])=[CH:4][CH:3]=1.[CH3:28][C:29]([CH3:39])([C:37]#[CH:38])[C:30]([O:32][CH2:33][CH2:34][CH2:35][CH3:36])=[O:31].N(CC)CC. The catalyst is [Cu]I.Cl[Pd](Cl)([P](C1C=CC=CC=1)(C1C=CC=CC=1)C1C=CC=CC=1)[P](C1C=CC=CC=1)(C1C=CC=CC=1)C1C=CC=CC=1.CCN(CC)CC. The product is [OH:26][C:23]([CH3:25])([CH3:24])[CH2:22][C@@:13]1([C:16]2[CH:21]=[CH:20][CH:19]=[CH:18][CH:17]=2)[O:12][C:11](=[O:27])[N:10]([C@H:8]([C:5]2[CH:6]=[CH:7][C:2]([C:38]#[C:37][C:29]([CH3:28])([CH3:39])[C:30]([O:32][CH2:33][CH2:34][CH2:35][CH3:36])=[O:31])=[CH:3][CH:4]=2)[CH3:9])[CH2:15][CH2:14]1. The yield is 0.190.